This data is from Reaction yield outcomes from USPTO patents with 853,638 reactions. The task is: Predict the reaction yield, written as a fraction of the theoretical maximum amount of product (1.0 means a 100% yield; for example, 0.34 means a 34% yield). (1) The reactants are [CH:1]12[CH2:7][CH:4]([CH:5]=[CH:6]1)[C:3](=[O:8])[NH:2]2.[Cl:9][CH2:10][C:11](Cl)=[O:12].O. The catalyst is ClCCl.N1C=CC=CC=1. The product is [Cl:9][CH2:10][C:11]([C:1]12[CH2:7][CH:4]([CH:5]=[CH:6]1)[C:3](=[O:8])[NH:2]2)=[O:12]. The yield is 0.600. (2) The reactants are [CH:1]1([N:6]([CH2:29][CH2:30][C:31]([O:33][CH2:34][CH3:35])=[O:32])[C:7]([C:9]2[CH:28]=[CH:27][C:12]3[N:13]([CH3:26])[C:14]([CH2:16][NH:17][C:18]4[CH:23]=[CH:22][C:21]([C:24]#[N:25])=[CH:20][CH:19]=4)=[N:15][C:11]=3[CH:10]=2)=[O:8])[CH2:5][CH2:4][CH2:3][CH2:2]1.[ClH:36].C(=O)([O-])[O-].[NH4+:41].[NH4+]. The catalyst is C(O)C. The product is [ClH:36].[CH:1]1([N:6]([CH2:29][CH2:30][C:31]([O:33][CH2:34][CH3:35])=[O:32])[C:7]([C:9]2[CH:28]=[CH:27][C:12]3[N:13]([CH3:26])[C:14]([CH2:16][NH:17][C:18]4[CH:23]=[CH:22][C:21]([C:24](=[NH:41])[NH2:25])=[CH:20][CH:19]=4)=[N:15][C:11]=3[CH:10]=2)=[O:8])[CH2:2][CH2:3][CH2:4][CH2:5]1. The yield is 0.600. (3) The reactants are [CH3:1][N:2]1[C:6]([Sn](CCCC)(CCCC)CCCC)=[C:5]([CH3:20])[N:4]=[N:3]1.Br[C:22]1[CH:34]=[N:33][C:32]2[C:31]3[CH:30]=[CH:29][CH:28]=[C:27]([S:35]([CH3:38])(=[O:37])=[O:36])[C:26]=3[NH:25][C:24]=2[CH:23]=1.C(N(CC)CC)C. The yield is 0.270. The product is [CH3:1][N:2]1[C:6]([C:22]2[CH:34]=[N:33][C:32]3[C:31]4[CH:30]=[CH:29][CH:28]=[C:27]([S:35]([CH3:38])(=[O:36])=[O:37])[C:26]=4[NH:25][C:24]=3[CH:23]=2)=[C:5]([CH3:20])[N:4]=[N:3]1. The catalyst is CN(C=O)C.O.[OH-].[NH4+].[Cu]I.C1C=CC([P]([Pd]([P](C2C=CC=CC=2)(C2C=CC=CC=2)C2C=CC=CC=2)([P](C2C=CC=CC=2)(C2C=CC=CC=2)C2C=CC=CC=2)[P](C2C=CC=CC=2)(C2C=CC=CC=2)C2C=CC=CC=2)(C2C=CC=CC=2)C2C=CC=CC=2)=CC=1. (4) The reactants are O[C:2]([C:5]1[CH:10]=[C:9]([O:11][CH3:12])[CH:8]=[CH:7][C:6]=1[OH:13])([CH3:4])[CH3:3].C([O-])=O.[NH4+]. The catalyst is CC(O)=O.O.[Pd]. The product is [CH:2]([C:5]1[CH:10]=[C:9]([O:11][CH3:12])[CH:8]=[CH:7][C:6]=1[OH:13])([CH3:4])[CH3:3]. The yield is 0.970. (5) The reactants are [N+:1]([C:4]1[CH:9]=[CH:8][CH:7]=[CH:6][C:5]=1[NH:10][C@H:11]([CH2:16][CH:17]=[CH2:18])[C:12](OC)=[O:13])([O-])=O.Cl[Sn]Cl.O. The catalyst is CO. The product is [CH2:16]([C@H:11]1[NH:10][C:5]2[C:4](=[CH:9][CH:8]=[CH:7][CH:6]=2)[NH:1][C:12]1=[O:13])[CH:17]=[CH2:18]. The yield is 0.470.